From a dataset of Full USPTO retrosynthesis dataset with 1.9M reactions from patents (1976-2016). Predict the reactants needed to synthesize the given product. (1) Given the product [C:1]([N:4]([C:35]1[CH:36]=[CH:37][C:38]([Cl:41])=[CH:39][CH:40]=1)[C@H:5]1[C:14]2[C:9](=[CH:10][CH:11]=[CH:12][CH:13]=2)[N:8]([C:15]([C:17]2[CH:32]=[CH:31][C:20]([O:21][CH2:22][CH2:23][C:24]([CH3:30])([CH3:29])[C:25]([OH:27])=[O:26])=[C:19]([F:33])[CH:18]=2)=[O:16])[C@@H:7]([CH3:34])[CH2:6]1)(=[O:3])[CH3:2], predict the reactants needed to synthesize it. The reactants are: [C:1]([N:4]([C:35]1[CH:40]=[CH:39][C:38]([Cl:41])=[CH:37][CH:36]=1)[C@H:5]1[C:14]2[C:9](=[CH:10][CH:11]=[CH:12][CH:13]=2)[N:8]([C:15]([C:17]2[CH:32]=[CH:31][C:20]([O:21][CH2:22][CH2:23][C:24]([CH3:30])([CH3:29])[C:25]([O:27]C)=[O:26])=[C:19]([F:33])[CH:18]=2)=[O:16])[C@@H:7]([CH3:34])[CH2:6]1)(=[O:3])[CH3:2].[Li+].[OH-]. (2) The reactants are: [C:1]([C:5]1([CH2:11][CH2:12][CH3:13])[CH:9]=[CH:8][CH:7]([CH3:10])[O:6]1)([CH3:4])([CH3:3])[CH3:2].[H][H]. Given the product [C:1]([C:5]1([CH2:11][CH2:12][CH3:13])[CH2:9][CH2:8][CH:7]([CH3:10])[O:6]1)([CH3:4])([CH3:3])[CH3:2], predict the reactants needed to synthesize it.